From a dataset of Full USPTO retrosynthesis dataset with 1.9M reactions from patents (1976-2016). Predict the reactants needed to synthesize the given product. (1) Given the product [CH2:8]([O:7][C:3](=[O:10])[CH2:18][C:17]([C:13]1[S:14][CH:15]=[CH:16][C:12]=1[Br:11])=[O:19])[CH3:9], predict the reactants needed to synthesize it. The reactants are: [H-].[Na+].[C:3](=[O:10])([O:7][CH2:8][CH3:9])OCC.[Br:11][C:12]1[CH:16]=[CH:15][S:14][C:13]=1[C:17](=[O:19])[CH3:18].CC(O)=O. (2) Given the product [Br:5][C:6]1[CH:11]=[C:10]([CH2:12][Br:2])[C:9]([F:14])=[CH:8][C:7]=1[O:15][CH3:16], predict the reactants needed to synthesize it. The reactants are: P(Br)(Br)[Br:2].[Br:5][C:6]1[C:7]([O:15][CH3:16])=[CH:8][C:9]([F:14])=[C:10]([CH2:12]O)[CH:11]=1.C([O-])(O)=O.[Na+]. (3) Given the product [N:17]1([C:15]2[N:14]=[C:13]([CH:23]([CH3:29])[C:24]([O-:26])=[O:25])[NH:12][C:11](=[O:10])[CH:16]=2)[CH2:18][CH2:19][O:20][CH2:21][CH2:22]1.[Na+:2], predict the reactants needed to synthesize it. The reactants are: [OH-].[Na+:2].CC(OC([O:10][C:11]1[CH:16]=[C:15]([N:17]2[CH2:22][CH2:21][O:20][CH2:19][CH2:18]2)[N:14]=[C:13]([CH:23]([CH3:29])[C:24]([O:26]CC)=[O:25])[N:12]=1)=O)(C)C. (4) Given the product [NH2:1][C:2]1[C:3]([Cl:12])=[CH:4][C:5]([C:6]([O:8][CH2:17][CH3:18])=[O:7])=[CH:9][C:10]=1[Cl:11], predict the reactants needed to synthesize it. The reactants are: [NH2:1][C:2]1[C:10]([Cl:11])=[CH:9][C:5]([C:6]([OH:8])=[O:7])=[CH:4][C:3]=1[Cl:12].S(Cl)(Cl)=O.[CH3:17][CH2:18]O. (5) Given the product [CH2:20]([O:19][C:16]1[CH:17]=[CH:18][C:13]([NH:12][C:9](=[O:11])[CH2:8][NH:7][C:1]2[CH:2]=[CH:3][CH:4]=[CH:5][CH:6]=2)=[C:14]([NH:22][CH2:23][CH:24]([CH3:25])[CH3:26])[CH:15]=1)[CH3:21], predict the reactants needed to synthesize it. The reactants are: [C:1]1([NH:7][CH2:8][C:9]([OH:11])=O)[CH:6]=[CH:5][CH:4]=[CH:3][CH:2]=1.[NH2:12][C:13]1[CH:18]=[CH:17][C:16]([O:19][CH2:20][CH3:21])=[CH:15][C:14]=1[NH:22][CH2:23][CH:24]([CH3:26])[CH3:25]. (6) Given the product [CH3:20][O:19][C:17]1[C:16]([NH:21][S:22]([C:25]2[S:26][C:27]([C:30]3[CH:35]=[CH:34][C:33]([Cl:36])=[CH:32][CH:31]=3)=[CH:28][CH:29]=2)(=[O:23])=[O:24])=[CH:15][C:12]2[CH2:13][CH2:14][NH:8][CH2:9][CH2:10][C:11]=2[CH:18]=1, predict the reactants needed to synthesize it. The reactants are: C(OC([N:8]1[CH2:14][CH2:13][C:12]2[CH:15]=[C:16]([NH:21][S:22]([C:25]3[S:26][C:27]([C:30]4[CH:35]=[CH:34][C:33]([Cl:36])=[CH:32][CH:31]=4)=[CH:28][CH:29]=3)(=[O:24])=[O:23])[C:17]([O:19][CH3:20])=[CH:18][C:11]=2[CH2:10][CH2:9]1)=O)(C)(C)C. (7) Given the product [CH:13]([NH:16][C:2]1[CH:7]=[CH:6][N:5]2[N:8]=[CH:9][C:10]([CH:11]=[O:12])=[C:4]2[N:3]=1)([CH3:15])[CH3:14], predict the reactants needed to synthesize it. The reactants are: Cl[C:2]1[CH:7]=[CH:6][N:5]2[N:8]=[CH:9][C:10]([CH:11]=[O:12])=[C:4]2[N:3]=1.[CH:13]([NH2:16])([CH3:15])[CH3:14]. (8) The reactants are: [Cl:1][C:2]1[CH:3]=[C:4]([S:9]([N:12]([CH2:34][C:35]([OH:37])=[O:36])[C:13]2[CH:14]=[C:15]3[C:19](=[CH:20][CH:21]=2)[N:18]([C:22]2[N:23]=[N:24][C:25]([N:28]4[CH2:32][CH2:31][NH:30][C:29]4=[O:33])=[CH:26][CH:27]=2)[CH2:17][CH2:16]3)(=[O:11])=[O:10])[CH:5]=[C:6]([Cl:8])[CH:7]=1.[CH3:38][Si](C=[N+]=[N-])(C)C. Given the product [CH3:38][O:36][C:35](=[O:37])[CH2:34][N:12]([S:9]([C:4]1[CH:5]=[C:6]([Cl:8])[CH:7]=[C:2]([Cl:1])[CH:3]=1)(=[O:11])=[O:10])[C:13]1[CH:14]=[C:15]2[C:19](=[CH:20][CH:21]=1)[N:18]([C:22]1[N:23]=[N:24][C:25]([N:28]3[CH2:32][CH2:31][NH:30][C:29]3=[O:33])=[CH:26][CH:27]=1)[CH2:17][CH2:16]2, predict the reactants needed to synthesize it. (9) Given the product [CH3:2][N:3]1[CH2:8][CH2:7][N:6]([CH2:9][C:10]2[CH:11]=[CH:12][C:13]([NH:16][C:55]([C:48]3[C:49]4[N:50]=[CH:51][CH:52]=[N:53][C:54]=4[C:45]([C:41]4[C:40]([CH3:39])=[CH:44][S:43][CH:42]=4)=[CH:46][CH:47]=3)=[O:56])=[N:14][CH:15]=2)[CH2:5][CH2:4]1, predict the reactants needed to synthesize it. The reactants are: Cl.[CH3:2][N:3]1[CH2:8][CH2:7][N:6]([CH2:9][C:10]2[CH:11]=[CH:12][C:13]([NH2:16])=[N:14][CH:15]=2)[CH2:5][CH2:4]1.CN(C(ON1N=NC2C=CC=CC1=2)=[N+](C)C)C.[B-](F)(F)(F)F.[CH3:39][C:40]1[C:41]([C:45]2[C:54]3[N:53]=[CH:52][CH:51]=[N:50][C:49]=3[C:48]([C:55](O)=[O:56])=[CH:47][CH:46]=2)=[CH:42][S:43][CH:44]=1.CC1C(B(O)O)=CSC=1. (10) Given the product [Cl:1][C:2]1[CH:11]=[C:10]2[C:5]([C:6]([OH:18])=[C:7]([C:13]([O:15][CH2:16][CH3:17])=[O:14])[C:8](=[O:12])[NH:9]2)=[CH:4][C:3]=1[C:26]1[CH:25]=[C:24]2[C:29](=[CH:28][CH:27]=1)[N:21]([CH3:20])[CH:22]=[CH:23]2, predict the reactants needed to synthesize it. The reactants are: [Cl:1][C:2]1[CH:11]=[C:10]2[C:5]([C:6]([OH:18])=[C:7]([C:13]([O:15][CH2:16][CH3:17])=[O:14])[C:8](=[O:12])[NH:9]2)=[CH:4][C:3]=1I.[CH3:20][N:21]1[C:29]2[C:24](=[CH:25][C:26](B(O)O)=[CH:27][CH:28]=2)[CH:23]=[CH:22]1.C(=O)([O-])[O-].[Cs+].[Cs+].